From a dataset of Catalyst prediction with 721,799 reactions and 888 catalyst types from USPTO. Predict which catalyst facilitates the given reaction. (1) Reactant: [Cl:1][C:2]1[C:3]([O:25][CH:26]([CH3:28])[CH3:27])=[N:4][CH:5]=[C:6]([C:8]2[S:12][N:11]=[C:10]([C:13]3[CH:18]=[CH:17][CH:16]=[C:15](/[CH:19]=[CH:20]/[O:21]C)[C:14]=3[CH2:23][CH3:24])[N:9]=2)[CH:7]=1.Cl. Product: [Cl:1][C:2]1[CH:7]=[C:6]([C:8]2[S:12][N:11]=[C:10]([C:13]3[C:14]([CH2:23][CH3:24])=[C:15]([CH2:19][CH:20]=[O:21])[CH:16]=[CH:17][CH:18]=3)[N:9]=2)[CH:5]=[N:4][C:3]=1[O:25][CH:26]([CH3:28])[CH3:27]. The catalyst class is: 7. (2) Reactant: [NH2:1][C:2]1[S:3][C:4]2[CH:10]=[CH:9][C:8]([C:11](O)([CH2:14][CH3:15])[CH2:12][CH3:13])=[CH:7][C:5]=2[N:6]=1.[NH:17]1[C:25]2[C:20](=[CH:21][CH:22]=[CH:23][C:24]=2[NH:26][S:27]([CH3:30])(=[O:29])=[O:28])[CH:19]=[CH:18]1.C(O)(C(F)(F)F)=O. Product: [NH2:1][C:2]1[S:3][C:4]2[CH:10]=[CH:9][C:8]([C:11]([C:19]3[C:20]4[C:25](=[C:24]([NH:26][S:27]([CH3:30])(=[O:28])=[O:29])[CH:23]=[CH:22][CH:21]=4)[NH:17][CH:18]=3)([CH2:14][CH3:15])[CH2:12][CH3:13])=[CH:7][C:5]=2[N:6]=1. The catalyst class is: 2. (3) Product: [F:19][C:16]1[CH:17]=[CH:18][C:13]([C:5]2[CH:4]=[N:21][O:12][C:6]=2[C:7]([O:9][CH2:10][CH3:11])=[O:8])=[CH:14][CH:15]=1. The catalyst class is: 8. Reactant: C(O/[CH:4]=[C:5](\[C:13]1[CH:18]=[CH:17][C:16]([F:19])=[CH:15][CH:14]=1)/[C:6](=[O:12])[C:7]([O:9][CH2:10][CH3:11])=[O:8])C.Cl.[NH2:21]O. (4) Reactant: [2H][C:2]1[C:7]([2H])=[C:6]([NH2:9])[C:5]([NH2:10])=[C:4]([2H])[C:3]=1[2H].[F:13][CH:14]([F:18])[C:15](O)=O.C(=O)([O-])[O-].[Na+].[Na+]. Product: [F:13][CH:14]([F:18])[C:15]1[NH:10][C:5]2[CH:4]=[CH:3][CH:2]=[CH:7][C:6]=2[N:9]=1. The catalyst class is: 33. (5) Reactant: [Cl:1][C:2]1[N:11]=[C:10]([N:12]2[CH2:16][CH2:15][C@H:14]([N:17]([CH2:25][CH2:26][CH3:27])C(=O)OC(C)(C)C)[CH2:13]2)[C:9]2[C:4](=[CH:5][CH:6]=[CH:7][CH:8]=2)[N:3]=1.[F:28][C:29]([F:39])([F:38])[C:30]1[CH:31]=[C:32]([NH2:37])[CH:33]=[C:34]([NH2:36])[CH:35]=1. Product: [ClH:1].[ClH:1].[CH2:25]([NH:17][C@H:14]1[CH2:15][CH2:16][N:12]([C:10]2[C:9]3[C:4](=[CH:5][CH:6]=[CH:7][CH:8]=3)[N:3]=[C:2]([NH:36][C:34]3[CH:35]=[C:30]([C:29]([F:28])([F:38])[F:39])[CH:31]=[C:32]([NH2:37])[CH:33]=3)[N:11]=2)[CH2:13]1)[CH2:26][CH3:27]. The catalyst class is: 51. (6) Reactant: [F:1][C:2]1[CH:11]=[C:10]2[C:5]([C:6]([OH:23])=[C:7]([C:18]([O:20][CH2:21][CH3:22])=[O:19])[N:8]([CH2:13][C:14]([CH3:17])([CH3:16])[CH3:15])[C:9]2=[O:12])=[CH:4][CH:3]=1.[CH2:24](O)[CH2:25][CH2:26][CH3:27].C(P(CCCC)CCCC)CCC.N(C(N1CCCCC1)=O)=NC(N1CCCCC1)=O. Product: [CH2:24]([O:23][C:6]1[C:5]2[C:10](=[CH:11][C:2]([F:1])=[CH:3][CH:4]=2)[C:9](=[O:12])[N:8]([CH2:13][C:14]([CH3:17])([CH3:16])[CH3:15])[C:7]=1[C:18]([O:20][CH2:21][CH3:22])=[O:19])[CH2:25][CH2:26][CH3:27]. The catalyst class is: 7. (7) Reactant: [CH3:1][CH:2]1[CH2:6][N:5]([C:7]([O:9][C:10]([CH3:13])([CH3:12])[CH3:11])=[O:8])[C@H:4]([C:14]2[NH:15][CH:16]=[C:17]([CH3:19])[N:18]=2)[CH2:3]1.[I:20]N1C(=O)CCC1=O.O. Product: [I:20][C:16]1[NH:15][C:14]([C@@H:4]2[CH2:3][C@H:2]([CH3:1])[CH2:6][N:5]2[C:7]([O:9][C:10]([CH3:13])([CH3:11])[CH3:12])=[O:8])=[N:18][C:17]=1[CH3:19]. The catalyst class is: 2. (8) Reactant: [Cl:1][C:2]1[CH:10]=[CH:9][C:5]2[O:6][CH2:7][O:8][C:4]=2[C:3]=1[NH:11][C:12]1[C:20]2[C:19]3[CH2:21][NH:22][CH2:23][CH2:24][C:18]=3[NH:17][C:16]=2[N:15]=[CH:14][CH:13]=1.CCN(C(C)C)C(C)C.[C:34](Cl)(=[O:38])[CH:35]([CH3:37])[CH3:36]. Product: [Cl:1][C:2]1[CH:10]=[CH:9][C:5]2[O:6][CH2:7][O:8][C:4]=2[C:3]=1[NH:11][C:12]1[C:20]2[C:19]3[CH2:21][N:22]([C:34](=[O:38])[CH:35]([CH3:37])[CH3:36])[CH2:23][CH2:24][C:18]=3[NH:17][C:16]=2[N:15]=[CH:14][CH:13]=1. The catalyst class is: 26. (9) Reactant: [Br:1][C:2]1[CH:18]=[CH:17][C:5]([C:6]([C:8]2[CH:13]=[CH:12][C:11]([N:14]([CH3:16])[CH3:15])=[CH:10][CH:9]=2)=O)=[CH:4][CH:3]=1.[CH3:19][Mg]Br.[NH4+].[Cl-].O.C1(C)C=CC(S(O)(=O)=O)=CC=1.C(=O)(O)[O-].[K+]. Product: [Br:1][C:2]1[CH:18]=[CH:17][C:5]([C:6]([C:8]2[CH:13]=[CH:12][C:11]([N:14]([CH3:16])[CH3:15])=[CH:10][CH:9]=2)=[CH2:19])=[CH:4][CH:3]=1. The catalyst class is: 48.